This data is from Reaction yield outcomes from USPTO patents with 853,638 reactions. The task is: Predict the reaction yield, written as a fraction of the theoretical maximum amount of product (1.0 means a 100% yield; for example, 0.34 means a 34% yield). (1) The reactants are [CH3:1][O:2][C:3]1[CH:4]=[C:5]([CH2:20][C:21]([OH:23])=O)[CH:6]=[CH:7][C:8]=1[NH:9][C:10]([NH:12][C:13]1[CH:18]=[CH:17][CH:16]=[CH:15][C:14]=1[CH3:19])=[O:11].[NH:24]1[CH2:28][CH2:27][CH2:26][C@H:25]1[CH2:29][O:30][C:31]1[CH:40]=[CH:39][C:34]([C:35]([O:37][CH3:38])=[O:36])=[CH:33][CH:32]=1.C(Cl)CCl.C1C=CC2N(O)N=NC=2C=1. The catalyst is CN(C1C=CN=CC=1)C.CN(C=O)C.CCOC(C)=O. The product is [CH3:1][O:2][C:3]1[CH:4]=[C:5]([CH2:20][C:21]([N:24]2[CH2:28][CH2:27][CH2:26][C@H:25]2[CH2:29][O:30][C:31]2[CH:40]=[CH:39][C:34]([C:35]([O:37][CH3:38])=[O:36])=[CH:33][CH:32]=2)=[O:23])[CH:6]=[CH:7][C:8]=1[NH:9][C:10]([NH:12][C:13]1[CH:18]=[CH:17][CH:16]=[CH:15][C:14]=1[CH3:19])=[O:11]. The yield is 0.750. (2) The reactants are [C:1]([O:5][C:6](=[O:35])[CH2:7][CH2:8][C:9]1[CH:14]=[CH:13][C:12]([O:15][Si:16]([C:29]([CH3:32])([CH3:31])[CH3:30])([C:23]2[CH:28]=[CH:27][CH:26]=[CH:25][CH:24]=2)[C:17]2[CH:22]=[CH:21][CH:20]=[CH:19][CH:18]=2)=[CH:11][C:10]=1[CH2:33]Br)([CH3:4])([CH3:3])[CH3:2].[F:36][C:37]([F:46])([F:45])[C:38]1[CH:43]=[CH:42][C:41]([OH:44])=[CH:40][CH:39]=1.C(=O)([O-])[O-].[Cs+].[Cs+]. The catalyst is CN(C=O)C. The product is [C:1]([O:5][C:6](=[O:35])[CH2:7][CH2:8][C:9]1[CH:14]=[CH:13][C:12]([O:15][Si:16]([C:29]([CH3:32])([CH3:31])[CH3:30])([C:23]2[CH:28]=[CH:27][CH:26]=[CH:25][CH:24]=2)[C:17]2[CH:22]=[CH:21][CH:20]=[CH:19][CH:18]=2)=[CH:11][C:10]=1[CH2:33][O:44][C:41]1[CH:42]=[CH:43][C:38]([C:37]([F:36])([F:45])[F:46])=[CH:39][CH:40]=1)([CH3:4])([CH3:3])[CH3:2]. The yield is 0.580. (3) The reactants are [O:1]1[CH2:5][CH2:4][CH2:3][CH2:2]1.B.CC(=C(C)C)C.C=C1C[C@@H:17]2[CH2:18][N:19]([C:21]([O:23][C:24]([CH3:27])([CH3:26])[CH3:25])=[O:22])[CH2:20][C@@H:16]2C1.[OH-].[Na+].OO. The catalyst is O1CCCC1. The product is [OH:1][CH2:5][CH:4]1[CH2:16][C@@H:17]2[CH2:18][N:19]([C:21]([O:23][C:24]([CH3:27])([CH3:26])[CH3:25])=[O:22])[CH2:20][C@@H:2]2[CH2:3]1. The yield is 0.950. (4) The product is [F:32][C:2]([F:1])([F:31])[O:3][C:4]1[CH:5]=[CH:6][C:7]([N:10]2[CH:14]=[N:13][C:12]([C:15]3[CH:30]=[CH:29][C:18]([CH2:19][CH2:20][NH2:21])=[CH:17][CH:16]=3)=[N:11]2)=[CH:8][CH:9]=1. The yield is 0.970. The catalyst is ClCCl. The reactants are [F:1][C:2]([F:32])([F:31])[O:3][C:4]1[CH:9]=[CH:8][C:7]([N:10]2[CH:14]=[N:13][C:12]([C:15]3[CH:30]=[CH:29][C:18]([CH2:19][CH2:20][NH:21]C(=O)OC(C)(C)C)=[CH:17][CH:16]=3)=[N:11]2)=[CH:6][CH:5]=1.FC(F)(F)C(O)=O. (5) The reactants are [CH3:1][N:2]([C:11]1[CH:12]=[CH:13][CH:14]=[C:15]2[C:19]=1[NH:18][C:17]([C:20]1[S:21][C:22]3([CH2:29][CH2:28][NH:27][CH2:26][CH2:25]3)[CH2:23][N:24]=1)=[CH:16]2)[S:3]([C:6]1[S:7][CH:8]=[CH:9][CH:10]=1)(=[O:5])=[O:4].Cl[CH2:31][C:32]([NH2:34])=[O:33].C(=O)([O-])[O-].[K+].[K+].CN(C)C=O. The catalyst is CCCCCC.O. The product is [CH3:1][N:2]([S:3]([C:6]1[S:7][CH:8]=[CH:9][CH:10]=1)(=[O:4])=[O:5])[C:11]1[CH:12]=[CH:13][CH:14]=[C:15]2[C:19]=1[NH:18][C:17]([C:20]1[S:21][C:22]3([CH2:29][CH2:28][N:27]([CH2:31][C:32]([NH2:34])=[O:33])[CH2:26][CH2:25]3)[CH2:23][N:24]=1)=[CH:16]2. The yield is 0.560. (6) The reactants are [N+:1]([C:4]1[CH:5]=[CH:6][C:7]2[O:12][CH2:11][C:10](=[O:13])[N:9]([CH2:14][CH2:15][N:16]3[CH2:21][CH2:20][CH:19]([NH:22]C(=O)OC(C)(C)C)[CH2:18][CH2:17]3)[C:8]=2[CH:30]=1)([O-:3])=[O:2].NC1CCN(CCN2C3C(=CC=C(C#N)C=3)C=CC2=O)CC1. No catalyst specified. The product is [NH2:22][CH:19]1[CH2:20][CH2:21][N:16]([CH2:15][CH2:14][N:9]2[C:8]3[CH:30]=[C:4]([N+:1]([O-:3])=[O:2])[CH:5]=[CH:6][C:7]=3[O:12][CH2:11][C:10]2=[O:13])[CH2:17][CH2:18]1. The yield is 1.00. (7) The reactants are [OH2:1].CN(C)C=[CH:5][C:6]1[CH:15]=[CH:14][C:9]([C:10]([O:12][CH3:13])=[O:11])=[CH:8][C:7]=1[N+:16]([O-:18])=[O:17]. The catalyst is C1COCC1. The product is [CH:5]([C:6]1[CH:15]=[CH:14][C:9]([C:10]([O:12][CH3:13])=[O:11])=[CH:8][C:7]=1[N+:16]([O-:18])=[O:17])=[O:1]. The yield is 0.790.